This data is from NCI-60 drug combinations with 297,098 pairs across 59 cell lines. The task is: Regression. Given two drug SMILES strings and cell line genomic features, predict the synergy score measuring deviation from expected non-interaction effect. (1) Drug 1: CN(C)N=NC1=C(NC=N1)C(=O)N. Drug 2: C(CN)CNCCSP(=O)(O)O. Cell line: MOLT-4. Synergy scores: CSS=16.0, Synergy_ZIP=6.64, Synergy_Bliss=8.22, Synergy_Loewe=4.64, Synergy_HSA=5.93. (2) Drug 1: C1=CC(=CC=C1C#N)C(C2=CC=C(C=C2)C#N)N3C=NC=N3. Drug 2: COC1=NC(=NC2=C1N=CN2C3C(C(C(O3)CO)O)O)N. Cell line: OVCAR-8. Synergy scores: CSS=-3.39, Synergy_ZIP=3.42, Synergy_Bliss=4.53, Synergy_Loewe=-2.08, Synergy_HSA=-1.67. (3) Drug 1: C1=CN(C(=O)N=C1N)C2C(C(C(O2)CO)O)O.Cl. Drug 2: C1CN(CCN1C(=O)CCBr)C(=O)CCBr. Cell line: HS 578T. Synergy scores: CSS=31.4, Synergy_ZIP=-1.25, Synergy_Bliss=-0.753, Synergy_Loewe=1.30, Synergy_HSA=4.08. (4) Drug 1: C1=CC(=CC=C1CCCC(=O)O)N(CCCl)CCCl. Drug 2: CCN(CC)CCCC(C)NC1=C2C=C(C=CC2=NC3=C1C=CC(=C3)Cl)OC. Cell line: OVCAR-8. Synergy scores: CSS=36.6, Synergy_ZIP=-5.15, Synergy_Bliss=-0.231, Synergy_Loewe=-31.3, Synergy_HSA=1.77. (5) Drug 1: CC1=CC2C(CCC3(C2CCC3(C(=O)C)OC(=O)C)C)C4(C1=CC(=O)CC4)C. Drug 2: C1CN1P(=S)(N2CC2)N3CC3. Cell line: LOX IMVI. Synergy scores: CSS=18.5, Synergy_ZIP=-4.94, Synergy_Bliss=-7.15, Synergy_Loewe=-24.7, Synergy_HSA=-6.17. (6) Drug 1: C1CC(=O)NC(=O)C1N2CC3=C(C2=O)C=CC=C3N. Drug 2: C1C(C(OC1N2C=C(C(=O)NC2=O)F)CO)O. Cell line: MDA-MB-231. Synergy scores: CSS=52.3, Synergy_ZIP=18.4, Synergy_Bliss=18.1, Synergy_Loewe=-12.9, Synergy_HSA=19.9. (7) Drug 1: C1=NC2=C(N=C(N=C2N1C3C(C(C(O3)CO)O)O)F)N. Drug 2: CC12CCC3C(C1CCC2O)C(CC4=C3C=CC(=C4)O)CCCCCCCCCS(=O)CCCC(C(F)(F)F)(F)F. Cell line: NCI/ADR-RES. Synergy scores: CSS=11.9, Synergy_ZIP=-0.942, Synergy_Bliss=-3.28, Synergy_Loewe=-25.3, Synergy_HSA=-3.89. (8) Drug 1: CN1C2=C(C=C(C=C2)N(CCCl)CCCl)N=C1CCCC(=O)O.Cl. Drug 2: CC1=C(C=C(C=C1)C(=O)NC2=CC(=CC(=C2)C(F)(F)F)N3C=C(N=C3)C)NC4=NC=CC(=N4)C5=CN=CC=C5. Cell line: UACC-257. Synergy scores: CSS=0.378, Synergy_ZIP=-0.821, Synergy_Bliss=-1.46, Synergy_Loewe=-0.242, Synergy_HSA=-0.867.